The task is: Regression. Given two drug SMILES strings and cell line genomic features, predict the synergy score measuring deviation from expected non-interaction effect.. This data is from NCI-60 drug combinations with 297,098 pairs across 59 cell lines. (1) Drug 1: C1=CC(=CC=C1CC(C(=O)O)N)N(CCCl)CCCl.Cl. Drug 2: CNC(=O)C1=NC=CC(=C1)OC2=CC=C(C=C2)NC(=O)NC3=CC(=C(C=C3)Cl)C(F)(F)F. Cell line: NCIH23. Synergy scores: CSS=16.9, Synergy_ZIP=-3.89, Synergy_Bliss=-0.314, Synergy_Loewe=-7.92, Synergy_HSA=-0.0497. (2) Drug 1: CN(C)N=NC1=C(NC=N1)C(=O)N. Drug 2: C1=NC(=NC(=O)N1C2C(C(C(O2)CO)O)O)N. Cell line: SW-620. Synergy scores: CSS=9.26, Synergy_ZIP=1.47, Synergy_Bliss=3.19, Synergy_Loewe=-14.7, Synergy_HSA=-1.95. (3) Drug 1: CCC1(CC2CC(C3=C(CCN(C2)C1)C4=CC=CC=C4N3)(C5=C(C=C6C(=C5)C78CCN9C7C(C=CC9)(C(C(C8N6C)(C(=O)OC)O)OC(=O)C)CC)OC)C(=O)OC)O.OS(=O)(=O)O. Drug 2: CC1CCCC2(C(O2)CC(NC(=O)CC(C(C(=O)C(C1O)C)(C)C)O)C(=CC3=CSC(=N3)C)C)C. Cell line: HOP-92. Synergy scores: CSS=27.0, Synergy_ZIP=3.45, Synergy_Bliss=2.85, Synergy_Loewe=-1.55, Synergy_HSA=3.14. (4) Drug 1: CN(C)C1=NC(=NC(=N1)N(C)C)N(C)C. Drug 2: CNC(=O)C1=NC=CC(=C1)OC2=CC=C(C=C2)NC(=O)NC3=CC(=C(C=C3)Cl)C(F)(F)F. Cell line: UACC-257. Synergy scores: CSS=30.5, Synergy_ZIP=1.60, Synergy_Bliss=1.39, Synergy_Loewe=-30.2, Synergy_HSA=-2.68. (5) Drug 1: CC1=CC2C(CCC3(C2CCC3(C(=O)C)OC(=O)C)C)C4(C1=CC(=O)CC4)C. Drug 2: CN1C2=C(C=C(C=C2)N(CCCl)CCCl)N=C1CCCC(=O)O.Cl. Cell line: SF-295. Synergy scores: CSS=-4.64, Synergy_ZIP=0.859, Synergy_Bliss=-3.16, Synergy_Loewe=-5.61, Synergy_HSA=-5.97. (6) Drug 1: C1=C(C(=O)NC(=O)N1)N(CCCl)CCCl. Drug 2: C1C(C(OC1N2C=NC3=C(N=C(N=C32)Cl)N)CO)O. Cell line: HL-60(TB). Synergy scores: CSS=69.0, Synergy_ZIP=0.196, Synergy_Bliss=0.641, Synergy_Loewe=0.622, Synergy_HSA=1.68.